Dataset: Full USPTO retrosynthesis dataset with 1.9M reactions from patents (1976-2016). Task: Predict the reactants needed to synthesize the given product. (1) The reactants are: C(O[CH:4](OCC)[CH2:5][S:6][C:7]1[CH:12]=[CH:11][CH:10]=[CH:9][C:8]=1[O:13][CH3:14])C. Given the product [CH3:14][O:13][C:8]1[C:7]2[S:6][CH:5]=[CH:4][C:12]=2[CH:11]=[CH:10][CH:9]=1, predict the reactants needed to synthesize it. (2) Given the product [CH3:1][O:2][C:3]([CH:5]1[CH2:8][N:7]([C:9]2[CH:14]=[CH:13][C:12]([C:15]3[CH2:39][C:38]([C:36]4[CH:35]=[C:34]([Cl:44])[C:33]([Cl:45])=[C:32]([Cl:31])[CH:37]=4)([C:40]([F:43])([F:42])[F:41])[O:17][N:16]=3)=[CH:11][CH:10]=2)[CH2:6]1)=[O:4], predict the reactants needed to synthesize it. The reactants are: [CH3:1][O:2][C:3]([CH:5]1[CH2:8][N:7]([C:9]2[CH:14]=[CH:13][C:12]([CH:15]=[N:16][OH:17])=[CH:11][CH:10]=2)[CH2:6]1)=[O:4].ClN1C(=O)CCC1=O.C(=O)([O-])O.[K+].[Cl:31][C:32]1[CH:37]=[C:36]([C:38]([C:40]([F:43])([F:42])[F:41])=[CH2:39])[CH:35]=[C:34]([Cl:44])[C:33]=1[Cl:45]. (3) Given the product [Br:48][C:40]1[CH:41]=[C:42]([C:43]#[N:44])[CH:45]=[C:46]([CH3:47])[C:39]=1[NH:38][C:13]([C:12]1[N:8]([C:3]2[C:2]([Cl:1])=[CH:7][CH:6]=[CH:5][N:4]=2)[N:9]=[C:10]([CH2:16][N:17]2[N:21]=[N:20][C:19]([C:22]([F:25])([F:24])[F:23])=[N:18]2)[CH:11]=1)=[O:14], predict the reactants needed to synthesize it. The reactants are: [Cl:1][C:2]1[C:3]([N:8]2[C:12]([C:13](O)=[O:14])=[CH:11][C:10]([CH2:16][N:17]3[N:21]=[N:20][C:19]([C:22]([F:25])([F:24])[F:23])=[N:18]3)=[N:9]2)=[N:4][CH:5]=[CH:6][CH:7]=1.CC1C=NC=CC=1.CS(Cl)(=O)=O.[NH2:38][C:39]1[C:46]([CH3:47])=[CH:45][C:42]([C:43]#[N:44])=[CH:41][C:40]=1[Br:48].